Dataset: Forward reaction prediction with 1.9M reactions from USPTO patents (1976-2016). Task: Predict the product of the given reaction. (1) Given the reactants [F:1][C:2]([F:26])([F:25])[C:3]1[CH:4]=[CH:5][C:6]([O:9][CH2:10][CH2:11][CH2:12][O:13][N:14]2C(=O)C3=CC=CC=C3C2=O)=[N:7][CH:8]=1.C(Cl)(Cl)Cl.O.NN.C(O)(C)C, predict the reaction product. The product is: [F:25][C:2]([F:1])([F:26])[C:3]1[CH:4]=[CH:5][C:6]([O:9][CH2:10][CH2:11][CH2:12][O:13][NH2:14])=[N:7][CH:8]=1. (2) Given the reactants [F:1][C:2]1[CH:7]=[CH:6][C:5]([C:8]2[C:23]([C:24]([NH:26][CH3:27])=[O:25])=[C:11]3[CH:12]=[C:13]([OH:22])[C:14]([N:16]([CH3:21])[S:17]([CH3:20])(=[O:19])=[O:18])=[CH:15][N:10]3[N:9]=2)=[CH:4][CH:3]=1.[F:28][C:29]([F:48])([F:47])[S:30](N(C1C=CC=CC=1)[S:30]([C:29]([F:48])([F:47])[F:28])(=[O:32])=[O:31])(=[O:32])=[O:31].CCN(CC)CC, predict the reaction product. The product is: [F:28][C:29]([F:48])([F:47])[S:30]([O:22][C:13]1[C:14]([N:16]([CH3:21])[S:17]([CH3:20])(=[O:19])=[O:18])=[CH:15][N:10]2[N:9]=[C:8]([C:5]3[CH:6]=[CH:7][C:2]([F:1])=[CH:3][CH:4]=3)[C:23]([C:24](=[O:25])[NH:26][CH3:27])=[C:11]2[CH:12]=1)(=[O:32])=[O:31]. (3) Given the reactants Br[C:2]1[CH:7]=[CH:6][C:5]([C:8]([N:10]2[CH2:15][CH2:14][N:13]([C:16]3[CH:21]=[CH:20][C:19]([CH3:22])=[CH:18][C:17]=3[CH3:23])[CH2:12][CH2:11]2)=[O:9])=[C:4]([S:24]([CH3:27])(=[O:26])=[O:25])[CH:3]=1.[NH:28]1[CH2:34][CH2:33][CH2:32][CH2:31][CH2:30][C:29]1=[O:35], predict the reaction product. The product is: [CH3:23][C:17]1[CH:18]=[C:19]([CH3:22])[CH:20]=[CH:21][C:16]=1[N:13]1[CH2:14][CH2:15][N:10]([C:8]([C:5]2[CH:6]=[CH:7][C:2]([N:28]3[CH2:34][CH2:33][CH2:32][CH2:31][CH2:30][C:29]3=[O:35])=[CH:3][C:4]=2[S:24]([CH3:27])(=[O:26])=[O:25])=[O:9])[CH2:11][CH2:12]1.